Dataset: Reaction yield outcomes from USPTO patents with 853,638 reactions. Task: Predict the reaction yield, written as a fraction of the theoretical maximum amount of product (1.0 means a 100% yield; for example, 0.34 means a 34% yield). The reactants are [C:1]([C:4]1[CH:5]=[C:6](B(O)O)[CH:7]=[CH:8][CH:9]=1)(=[O:3])[CH3:2].[F:13][C:14]1[CH:15]=[C:16]([CH:26]([NH:28][C:29]([C:31]2[N:32]=[C:33](Cl)[O:34][CH:35]=2)=[O:30])[CH3:27])[CH:17]=[C:18]([F:25])[C:19]=1[NH:20][S:21]([CH3:24])(=[O:23])=[O:22].C([O-])([O-])=O.[Cs+].[Cs+]. The catalyst is Cl[Pd](Cl)([P](C1C=CC=CC=1)(C1C=CC=CC=1)C1C=CC=CC=1)[P](C1C=CC=CC=1)(C1C=CC=CC=1)C1C=CC=CC=1. The product is [F:25][C:18]1[CH:17]=[C:16]([CH:26]([NH:28][C:29]([C:31]2[N:32]=[C:33]([C:6]3[CH:7]=[CH:8][CH:9]=[C:4]([C:1](=[O:3])[CH3:2])[CH:5]=3)[O:34][CH:35]=2)=[O:30])[CH3:27])[CH:15]=[C:14]([F:13])[C:19]=1[NH:20][S:21]([CH3:24])(=[O:23])=[O:22]. The yield is 0.380.